From a dataset of CYP3A4 inhibition data for predicting drug metabolism from PubChem BioAssay. Regression/Classification. Given a drug SMILES string, predict its absorption, distribution, metabolism, or excretion properties. Task type varies by dataset: regression for continuous measurements (e.g., permeability, clearance, half-life) or binary classification for categorical outcomes (e.g., BBB penetration, CYP inhibition). Dataset: cyp3a4_veith. The compound is CC(=O)OC[C@@H]1O[C@@H](O/N=C2/C[C@@H](O)[C@@H](O)[C@H]3[C@@H]2CC[C@@H]2C(=O)N(C(C)(C)C)C(=O)[C@H]23)[C@H](OC(C)=O)[C@H](OC(C)=O)[C@@H]1OC(C)=O. The result is 0 (non-inhibitor).